From a dataset of Full USPTO retrosynthesis dataset with 1.9M reactions from patents (1976-2016). Predict the reactants needed to synthesize the given product. (1) Given the product [CH2:30]([O:32][C:33](=[O:38])[C@@H:34]([NH:35][C:11]([C:9]1[CH:8]=[CH:7][C:6]2[N:2]([CH3:1])[C:3]([NH:14][C:15]3[S:16][C:17]4[CH:23]=[C:22]([O:24][C:25]([F:28])([F:26])[F:27])[CH:21]=[CH:20][C:18]=4[N:19]=3)=[N:4][C:5]=2[CH:10]=1)=[O:12])[CH2:36][OH:37])[CH3:31], predict the reactants needed to synthesize it. The reactants are: [CH3:1][N:2]1[C:6]2[CH:7]=[CH:8][C:9]([C:11](O)=[O:12])=[CH:10][C:5]=2[N:4]=[C:3]1[NH:14][C:15]1[S:16][C:17]2[CH:23]=[C:22]([O:24][C:25]([F:28])([F:27])[F:26])[CH:21]=[CH:20][C:18]=2[N:19]=1.Cl.[CH2:30]([O:32][C:33](=[O:38])[C@H:34]([CH2:36][OH:37])[NH2:35])[CH3:31].CN(C(ON1N=NC2C=CC=CC1=2)=[N+](C)C)C.F[P-](F)(F)(F)(F)F.CCN(C(C)C)C(C)C. (2) Given the product [CH:1]1[C:13]2[CH2:12][C:11]3[C:6](=[CH:7][CH:8]=[CH:9][CH:10]=3)[C:5]=2[CH:4]=[CH:3][C:2]=1[N:14]1[CH:18]=[CH:17][NH:16][CH2:15]1, predict the reactants needed to synthesize it. The reactants are: [CH:1]1[C:13]2[CH2:12][C:11]3[C:6](=[CH:7][CH:8]=[CH:9][CH:10]=3)[C:5]=2[CH:4]=[CH:3][CH:2]=1.[NH:14]1[CH:18]=[CH:17][N:16]=[CH:15]1. (3) Given the product [Cl:1][C:2]1[CH:27]=[C:26]([S:28]([CH3:31])(=[O:29])=[O:30])[CH:25]=[CH:24][C:3]=1[O:4][C:5]1[CH:6]=[C:7]([C:15]2[C:16](=[O:18])[NH:33][N:21]([CH3:22])[CH:20]=2)[CH:8]=[C:9]([C:11]([F:14])([F:13])[F:12])[CH:10]=1, predict the reactants needed to synthesize it. The reactants are: [Cl:1][C:2]1[CH:27]=[C:26]([S:28]([CH3:31])(=[O:30])=[O:29])[CH:25]=[CH:24][C:3]=1[O:4][C:5]1[CH:6]=[C:7](/[C:15](=[CH:20]/[N:21](C)[CH3:22])/[C:16]([O:18]C)=O)[CH:8]=[C:9]([C:11]([F:14])([F:13])[F:12])[CH:10]=1.C[NH:33]N. (4) The reactants are: [NH2:1][C:2]1[CH:3]=[CH:4][C:5]([C:8]#[N:9])=[N:6][CH:7]=1.C(N(CC)CC)C.[Cl:17][CH:18]([C:22]1[CH:27]=[CH:26][CH:25]=[CH:24][CH:23]=1)[C:19](Cl)=[O:20]. Given the product [Cl:17][CH:18]([C:22]1[CH:27]=[CH:26][CH:25]=[CH:24][CH:23]=1)[C:19]([NH:1][C:2]1[CH:7]=[N:6][C:5]([C:8]#[N:9])=[CH:4][CH:3]=1)=[O:20], predict the reactants needed to synthesize it. (5) Given the product [CH3:1][O:2][C:3]1[CH:11]=[CH:10][C:9]([C:12]2[NH:13][N:14]=[N:15][N:16]=2)=[CH:8][C:4]=1[C:5]([OH:7])=[O:6], predict the reactants needed to synthesize it. The reactants are: [CH3:1][O:2][C:3]1[CH:11]=[CH:10][C:9]([C:12]2[NH:16][N:15]=[N:14][N:13]=2)=[CH:8][C:4]=1[C:5]([O-:7])=[O:6].[OH-].[Li+].Cl.ClCCl.CO. (6) Given the product [CH:20]1([N:25]2[CH2:26][CH2:27][N:28]([C:13]([CH:12]3[C:10]4([CH2:9][CH2:8][N:7]([CH:4]5[CH2:3][CH2:2][O:1][CH2:6][CH2:5]5)[CH2:17][CH2:16]4)[CH2:11]3)=[O:15])[CH2:29][CH2:30]2)[CH2:21][CH2:22][CH2:23][CH2:24]1, predict the reactants needed to synthesize it. The reactants are: [O:1]1[CH2:6][CH2:5][CH:4]([N:7]2[CH2:17][CH2:16][C:10]3([CH:12]([C:13]([OH:15])=O)[CH2:11]3)[CH2:9][CH2:8]2)[CH2:3][CH2:2]1.Cl.Cl.[CH:20]1([N:25]2[CH2:30][CH2:29][NH:28][CH2:27][CH2:26]2)[CH2:24][CH2:23][CH2:22][CH2:21]1.Cl.Cl.C1(N2CCNCC2)CCC1. (7) Given the product [CH3:16][C:13]1[S:12][C:11]([C:6]2[C:7](=[O:9])[NH:8][C:3](=[O:2])[NH:4][CH:5]=2)=[N:15][N:14]=1, predict the reactants needed to synthesize it. The reactants are: C[O:2][C:3]1[N:8]=[C:7]([O:9]C)[C:6]([C:11]2[S:12][C:13]([CH3:16])=[N:14][N:15]=2)=[CH:5][N:4]=1.O1CCOCC1. (8) Given the product [Cl:16][C:15]1[C:6]([NH:5][C:3](=[O:4])[CH2:2][NH:30][C:31]2[CH:38]=[CH:37][C:34]([C:35]#[N:36])=[CH:33][CH:32]=2)=[C:7]2[C:12](=[CH:13][CH:14]=1)[N:11]=[C:10]([N:17]1[CH2:21][CH2:20][C@@H:19]([OH:22])[CH2:18]1)[CH:9]=[CH:8]2, predict the reactants needed to synthesize it. The reactants are: Cl[CH2:2][C:3]([NH:5][C:6]1[C:15]([Cl:16])=[CH:14][CH:13]=[C:12]2[C:7]=1[CH:8]=[CH:9][C:10]([N:17]1[CH2:21][CH2:20][C@@H:19]([O:22][Si](C(C)(C)C)(C)C)[CH2:18]1)=[N:11]2)=[O:4].[NH2:30][C:31]1[CH:38]=[CH:37][C:34]([C:35]#[N:36])=[CH:33][CH:32]=1.[F-].C([N+](CCCC)(CCCC)CCCC)CCC. (9) The reactants are: [Br:1][C:2]1[N:3]=[C:4]([Sn](CCCC)(CCCC)CCCC)[S:5][CH:6]=1.Br[C:21]1[S:22][C:23]2[C:29]([C:30]3[CH:35]=[CH:34][C:33]([Cl:36])=[CH:32][CH:31]=3)=[C:28]([C@H:37]([O:43][C:44]([CH3:47])([CH3:46])[CH3:45])[C:38]([O:40][CH2:41][CH3:42])=[O:39])[C:27]([CH3:48])=[CH:26][C:24]=2[N:25]=1.[Li+].[Cl-]. Given the product [Br:1][C:2]1[N:3]=[C:4]([C:21]2[S:22][C:23]3[C:29]([C:30]4[CH:31]=[CH:32][C:33]([Cl:36])=[CH:34][CH:35]=4)=[C:28]([C@H:37]([O:43][C:44]([CH3:47])([CH3:46])[CH3:45])[C:38]([O:40][CH2:41][CH3:42])=[O:39])[C:27]([CH3:48])=[CH:26][C:24]=3[N:25]=2)[S:5][CH:6]=1, predict the reactants needed to synthesize it. (10) Given the product [CH3:33][N:32]1[C:25]2[N:26]([C:27](=[O:29])[N:28]=[C:23]([O:17][CH2:16][C:13]3[CH:12]=[CH:11][C:10]([O:9][C:5]4[CH:6]=[N:7][CH:8]=[C:3]([C:2]([F:18])([F:1])[F:19])[CH:4]=4)=[CH:15][CH:14]=3)[CH:24]=2)[CH2:30][CH2:31]1, predict the reactants needed to synthesize it. The reactants are: [F:1][C:2]([F:19])([F:18])[C:3]1[CH:4]=[C:5]([O:9][C:10]2[CH:15]=[CH:14][C:13]([CH2:16][OH:17])=[CH:12][CH:11]=2)[CH:6]=[N:7][CH:8]=1.[H-].[Na+].Cl[C:23]1[CH:24]=[C:25]2[N:32]([CH3:33])[CH2:31][CH2:30][N:26]2[C:27](=[O:29])[N:28]=1.